From a dataset of Forward reaction prediction with 1.9M reactions from USPTO patents (1976-2016). Predict the product of the given reaction. (1) Given the reactants [H-].[Na+].Cl[C:4]1[N:9]=[C:8]([C:10]2[C:18]([C:19]3[CH:24]=[CH:23][C:22]([F:25])=[CH:21][CH:20]=3)=[C:13]3[CH:14]=[CH:15][CH:16]=[CH:17][N:12]3[N:11]=2)[CH:7]=[CH:6][CH:5]=1.[CH2:26]([OH:28])[CH3:27], predict the reaction product. The product is: [CH2:26]([O:28][C:4]1[N:9]=[C:8]([C:10]2[C:18]([C:19]3[CH:24]=[CH:23][C:22]([F:25])=[CH:21][CH:20]=3)=[C:13]3[CH:14]=[CH:15][CH:16]=[CH:17][N:12]3[N:11]=2)[CH:7]=[CH:6][CH:5]=1)[CH3:27]. (2) Given the reactants [NH2:1][CH2:2][C:3]1[CH:4]=[C:5]([NH:9][C:10](=[O:16])[O:11][C:12]([CH3:15])([CH3:14])[CH3:13])[CH:6]=[CH:7][CH:8]=1.C(N(CC)CC)C.[N+:24]([C:27]1[CH:28]=[C:29]([CH:33]=[CH:34][CH:35]=1)[C:30](Cl)=[O:31])([O-:26])=[O:25].C(=O)(O)[O-].[Na+], predict the reaction product. The product is: [N+:24]([C:27]1[CH:28]=[C:29]([CH:33]=[CH:34][CH:35]=1)[C:30]([NH:1][CH2:2][C:3]1[CH:4]=[C:5]([NH:9][C:10](=[O:16])[O:11][C:12]([CH3:13])([CH3:15])[CH3:14])[CH:6]=[CH:7][CH:8]=1)=[O:31])([O-:26])=[O:25]. (3) Given the reactants C([C:8]1[CH:40]=[CH:39][C:11]([C:12]([NH:14][C:15]23[C:33](=[O:34])[C:32]4[C:27](=[CH:28][CH:29]=[CH:30][C:31]=4[N+:35]([O-])=O)[C:16]2([OH:38])[O:17][C:18]2[CH:23]=[C:22]([CH:24]([CH3:26])[CH3:25])[CH:21]=[CH:20][C:19]=23)=[O:13])=[CH:10][CH:9]=1)C1C=CC=CC=1, predict the reaction product. The product is: [NH2:35][C:31]1[CH:30]=[CH:29][CH:28]=[C:27]2[C:32]=1[C:33](=[O:34])[C:15]1([NH:14][C:12](=[O:13])[C:11]3[CH:39]=[CH:40][C:8]([O:13][CH2:12][C:11]4[CH:39]=[CH:40][CH:8]=[CH:9][CH:10]=4)=[CH:9][CH:10]=3)[C:19]3[CH:20]=[CH:21][C:22]([CH:24]([CH3:25])[CH3:26])=[CH:23][C:18]=3[O:17][C:16]12[OH:38]. (4) Given the reactants N#N.[NH:3]1[C:7]2[CH:8]=[CH:9][CH:10]=[CH:11][C:6]=2[N:5]=[C:4]1[CH:12]([NH:22]C(=O)OC(C)(C)C)[CH2:13][C:14]1[CH:19]=[CH:18][C:17]([O:20][CH3:21])=[CH:16][CH:15]=1.Cl.C([O-])(O)=O.[Na+], predict the reaction product. The product is: [NH:3]1[C:7]2[CH:8]=[CH:9][CH:10]=[CH:11][C:6]=2[N:5]=[C:4]1[CH:12]([NH2:22])[CH2:13][C:14]1[CH:19]=[CH:18][C:17]([O:20][CH3:21])=[CH:16][CH:15]=1.